The task is: Predict the reactants needed to synthesize the given product.. This data is from Full USPTO retrosynthesis dataset with 1.9M reactions from patents (1976-2016). (1) Given the product [CH3:23][O:16][CH:6]1[C:7]2[C:3](=[C:2]([Br:1])[CH:10]=[C:9]([CH2:11][C:12]([CH3:13])([CH3:15])[CH3:14])[CH:8]=2)[CH2:4][CH:5]1[CH3:17], predict the reactants needed to synthesize it. The reactants are: [Br:1][C:2]1[CH:10]=[C:9]([CH2:11][C:12]([CH3:15])([CH3:14])[CH3:13])[CH:8]=[C:7]2[C:3]=1[CH2:4][CH:5]([CH3:17])[C:6]2=[O:16].[BH4-].[Na+].[OH-].[K+].I[CH3:23]. (2) Given the product [F:13][C:14]1[CH:15]=[CH:16][C:17]([N:18]2[C:19]3[C:20](=[CH:32][C:33]([F:37])=[C:34]([F:36])[CH:35]=3)[C:21](=[O:22])[N:23]([O:24][CH2:25][C:26]3[CH:27]=[CH:28][CH:29]=[CH:30][CH:31]=3)[C:1]2=[O:2])=[CH:38][CH:39]=1, predict the reactants needed to synthesize it. The reactants are: [C:1](N1C=CN=C1)(N1C=CN=C1)=[O:2].[F:13][C:14]1[CH:39]=[CH:38][C:17]([NH:18][C:19]2[CH:35]=[C:34]([F:36])[C:33]([F:37])=[CH:32][C:20]=2[C:21]([NH:23][O:24][CH2:25][C:26]2[CH:31]=[CH:30][CH:29]=[CH:28][CH:27]=2)=[O:22])=[CH:16][CH:15]=1. (3) Given the product [CH3:13][O:12][C:11]1[C:10]2[N:9]=[C:8]([NH:14][C:15](=[O:16])[C:17]3[CH:22]=[CH:21][CH:20]=[N:19][CH:18]=3)[N:7]3[CH2:23][CH2:24][N:25]=[C:6]3[C:5]=2[CH:4]=[CH:3][C:2]=1[O:1][CH2:44][C@H:45]1[CH2:46][O:47]1, predict the reactants needed to synthesize it. The reactants are: [OH:1][C:2]1[CH:3]=[CH:4][C:5]2[C:6]3[N:7]([CH2:23][CH2:24][N:25]=3)[C:8]([NH:14][C:15]([C:17]3[CH:18]=[N:19][CH:20]=[CH:21][CH:22]=3)=[O:16])=[N:9][C:10]=2[C:11]=1[O:12][CH3:13].C(O)(C(F)(F)F)=O.C(=O)([O-])[O-].[Cs+].[Cs+].CS(O[CH2:44][C@@H:45]1[O:47][CH2:46]1)(=O)=O. (4) Given the product [Cl:1][C:2]1[CH:7]=[C:6]([C:8]2[O:12][C:11]([CH3:13])=[C:10]([CH:14]([NH:19][C:20]3[CH:28]=[CH:27][C:23]([C:24]([N:30]([CH3:29])[CH2:31][CH2:32][C:33]([OH:35])=[O:34])=[O:25])=[CH:22][CH:21]=3)[CH2:15][CH:16]([CH3:17])[CH3:18])[CH:9]=2)[CH:5]=[CH:4][N:3]=1, predict the reactants needed to synthesize it. The reactants are: [Cl:1][C:2]1[CH:7]=[C:6]([C:8]2[O:12][C:11]([CH3:13])=[C:10]([CH:14]([NH:19][C:20]3[CH:28]=[CH:27][C:23]([C:24](O)=[O:25])=[CH:22][CH:21]=3)[CH2:15][CH:16]([CH3:18])[CH3:17])[CH:9]=2)[CH:5]=[CH:4][N:3]=1.[CH3:29][NH:30][CH2:31][CH2:32][C:33]([O:35]CC)=[O:34].Cl.C(N=C=NCCCN(C)C)C.O.OC1C2N=NNC=2C=CC=1. (5) Given the product [O:36]=[C:34]([CH3:35])[CH2:33][O:21][C:20](=[O:22])[C:19]1[CH:23]=[CH:24][CH:25]=[C:17]([C:15]2[O:14][N:13]=[C:12]([C:9]3[CH:8]=[CH:7][C:6]([O:5][CH2:4][CH2:3][O:2][CH3:1])=[CH:11][CH:10]=3)[CH:16]=2)[CH:18]=1, predict the reactants needed to synthesize it. The reactants are: [CH3:1][O:2][CH2:3][CH2:4][O:5][C:6]1[CH:11]=[CH:10][C:9]([C:12]2[CH:16]=[C:15]([C:17]3[CH:18]=[C:19]([CH:23]=[CH:24][CH:25]=3)[C:20]([OH:22])=[O:21])[O:14][N:13]=2)=[CH:8][CH:7]=1.C([O-])([O-])=O.[K+].[K+].Cl[CH2:33][C:34](=[O:36])[CH3:35]. (6) Given the product [CH3:1][O:2][C:3]1[CH:4]=[C:5]([NH:9][CH:13]=[C:14]([C:15]([O:17][CH2:18][CH3:19])=[O:16])[C:20]([O:22][CH2:23][CH3:24])=[O:21])[CH:6]=[CH:7][CH:8]=1, predict the reactants needed to synthesize it. The reactants are: [CH3:1][O:2][C:3]1[CH:8]=[CH:7][CH:6]=[C:5]([NH2:9])[CH:4]=1.C(O[CH:13]=[C:14]([C:20]([O:22][CH2:23][CH3:24])=[O:21])[C:15]([O:17][CH2:18][CH3:19])=[O:16])C.